Dataset: Reaction yield outcomes from USPTO patents with 853,638 reactions. Task: Predict the reaction yield, written as a fraction of the theoretical maximum amount of product (1.0 means a 100% yield; for example, 0.34 means a 34% yield). (1) The reactants are [C:1]([O:5][C:6]([N:8]1[CH2:12][CH2:11][O:10][CH:9]1[CH2:13]OS(C1C=CC(C)=CC=1)(=O)=O)=[O:7])([CH3:4])([CH3:3])[CH3:2].[C:25](=O)([O-])[O-].[K+].[K+].[N+:31]([C:34]1[CH:38]=CN[N:35]=1)([O-:33])=[O:32].[CH3:39][N:40]([CH3:43])C=O. The catalyst is C(OCC)(=O)C. The product is [C:1]([O:5][C:6]([N:8]1[C@H:12]([CH2:39][N:40]2[CH:43]=[CH:38][C:34]([N+:31]([O-:33])=[O:32])=[N:35]2)[CH2:11][O:10][C:9]1([CH3:13])[CH3:25])=[O:7])([CH3:2])([CH3:3])[CH3:4]. The yield is 0.650. (2) The reactants are [C:1]([CH:3]([CH2:9][C:10](=O)[C:11]1[CH:16]=[CH:15][CH:14]=[CH:13][CH:12]=1)[C:4]([O:6][CH2:7][CH3:8])=[O:5])#[N:2].[ClH:18]. The catalyst is CCOCC. The product is [Cl:18][C:1]1[NH:2][C:10]([C:11]2[CH:16]=[CH:15][CH:14]=[CH:13][CH:12]=2)=[CH:9][C:3]=1[C:4]([O:6][CH2:7][CH3:8])=[O:5]. The yield is 0.845. (3) The reactants are [Cl:1][C:2]1[CH:7]=[CH:6][C:5]([O:8][C:9]2[CH:16]=[CH:15][C:14]([CH:17]=[CH2:18])=[CH:13][C:10]=2[C:11]#[N:12])=[CH:4][C:3]=1[C:19]([F:22])([F:21])[F:20].B1C2CCCC1CCC2.[OH2:32].[OH-].[Na+].OO. The catalyst is C1COCC1. The product is [Cl:1][C:2]1[CH:7]=[CH:6][C:5]([O:8][C:9]2[CH:16]=[CH:15][C:14]([CH2:17][CH2:18][OH:32])=[CH:13][C:10]=2[C:11]#[N:12])=[CH:4][C:3]=1[C:19]([F:20])([F:21])[F:22]. The yield is 0.474. (4) The product is [Cl:1][C:2]1[CH:3]=[C:4]([N:12]([C:17]2[C:36]([CH:37]3[CH2:38][CH2:39]3)=[CH:35][C:20]3[C:21]([C:31]([NH:33][CH3:34])=[O:32])=[C:22]([C:24]4[CH:29]=[CH:28][C:27]([F:30])=[CH:26][CH:25]=4)[O:23][C:19]=3[CH:18]=2)[S:13]([CH3:16])(=[O:15])=[O:14])[CH:5]=[CH:6][C:7]=1[CH:8]([O:11][CH2:49][O:50][CH3:51])[CH:9]=[CH2:10]. The yield is 0.770. The reactants are [Cl:1][C:2]1[CH:3]=[C:4]([N:12]([C:17]2[C:36]([CH:37]3[CH2:39][CH2:38]3)=[CH:35][C:20]3[C:21]([C:31]([NH:33][CH3:34])=[O:32])=[C:22]([C:24]4[CH:29]=[CH:28][C:27]([F:30])=[CH:26][CH:25]=4)[O:23][C:19]=3[CH:18]=2)[S:13]([CH3:16])(=[O:15])=[O:14])[CH:5]=[CH:6][C:7]=1[CH:8]([OH:11])[CH:9]=[CH2:10].CCN(C(C)C)C(C)C.[CH3:49][O:50][CH2:51]Cl. The catalyst is C1COCC1.O. (5) The reactants are [CH2:1]([O:5][C:6](=[O:12])[CH2:7][C:8]([CH2:10][OH:11])=[CH2:9])[CH2:2][CH2:3][CH3:4].[CH3:13][C:14]1[CH:23]=[C:22]([CH2:24][O:25][C:26]2[CH:34]=[CH:33][C:29]([CH:30]=[N:31][OH:32])=[CH:28][CH:27]=2)[C:21]2[C:16](=[CH:17][CH:18]=[CH:19][CH:20]=2)[N:15]=1. No catalyst specified. The product is [CH2:1]([O:5][C:6](=[O:12])[CH2:7][C:8]1([CH:10]=[O:11])[O:32][N:31]=[C:30]([C:29]2[CH:28]=[CH:27][C:26]([O:25][CH2:24][C:22]3[C:21]4[C:16](=[CH:17][CH:18]=[CH:19][CH:20]=4)[N:15]=[C:14]([CH3:13])[CH:23]=3)=[CH:34][CH:33]=2)[CH2:9]1)[CH2:2][CH2:3][CH3:4]. The yield is 0.360.